This data is from Forward reaction prediction with 1.9M reactions from USPTO patents (1976-2016). The task is: Predict the product of the given reaction. (1) Given the reactants [CH2:1]([Mg]Br)[CH3:2].[CH3:5][O:6][C:7]([C:9]1[CH:10]=[CH:11][N:12]2[C:17]=1[C:16](=[O:18])[N:15]([CH2:19][C:20]1[CH:25]=[CH:24][CH:23]=[CH:22][CH:21]=1)[C:14]([CH:26]=[O:27])=[N:13]2)=[O:8], predict the reaction product. The product is: [CH3:5][O:6][C:7]([C:9]1[CH:10]=[CH:11][N:12]2[C:17]=1[C:16](=[O:18])[N:15]([CH2:19][C:20]1[CH:25]=[CH:24][CH:23]=[CH:22][CH:21]=1)[C:14]([CH:26]([OH:27])[CH2:1][CH3:2])=[N:13]2)=[O:8]. (2) Given the reactants [F:1][C:2]1[CH:29]=[C:28]([N+:30]([O-:32])=[O:31])[CH:27]=[CH:26][C:3]=1[O:4][C:5]1[CH:10]=[CH:9][N:8]=[C:7]2[CH:11]=[C:12]([C:14]3[N:15]([CH3:25])[C:16]([CH2:19][NH:20][CH2:21][CH2:22][O:23][CH3:24])=[CH:17][N:18]=3)[S:13][C:6]=12.[CH3:33][C:34]([O:37][C:38](O[C:38]([O:37][C:34]([CH3:36])([CH3:35])[CH3:33])=[O:39])=[O:39])([CH3:36])[CH3:35], predict the reaction product. The product is: [F:1][C:2]1[CH:29]=[C:28]([N+:30]([O-:32])=[O:31])[CH:27]=[CH:26][C:3]=1[O:4][C:5]1[CH:10]=[CH:9][N:8]=[C:7]2[CH:11]=[C:12]([C:14]3[N:15]([CH3:25])[C:16]([CH2:19][N:20]([CH2:21][CH2:22][O:23][CH3:24])[C:38](=[O:39])[O:37][C:34]([CH3:36])([CH3:35])[CH3:33])=[CH:17][N:18]=3)[S:13][C:6]=12.